Dataset: Peptide-MHC class I binding affinity with 185,985 pairs from IEDB/IMGT. Task: Regression. Given a peptide amino acid sequence and an MHC pseudo amino acid sequence, predict their binding affinity value. This is MHC class I binding data. (1) The peptide sequence is AFPTSCHM. The MHC is HLA-B35:03 with pseudo-sequence HLA-B35:03. The binding affinity (normalized) is 0. (2) The peptide sequence is SQIFNIISYI. The MHC is HLA-A02:06 with pseudo-sequence HLA-A02:06. The binding affinity (normalized) is 0.708. (3) The peptide sequence is ETLDVFGPI. The MHC is HLA-B51:01 with pseudo-sequence HLA-B51:01. The binding affinity (normalized) is 0.0847. (4) The peptide sequence is ITAVNRYFK. The MHC is HLA-B18:01 with pseudo-sequence HLA-B18:01. The binding affinity (normalized) is 0.0847. (5) The peptide sequence is FFPYVVPPTT. The MHC is Mamu-A01 with pseudo-sequence Mamu-A01. The binding affinity (normalized) is 0.